From a dataset of Reaction yield outcomes from USPTO patents with 853,638 reactions. Predict the reaction yield, written as a fraction of the theoretical maximum amount of product (1.0 means a 100% yield; for example, 0.34 means a 34% yield). (1) The reactants are [O-]P([O-])([O-])=O.[K+].[K+].[K+].Br[C:10]1[CH:11]=[C:12]([C:25]([F:28])([F:27])[F:26])[C:13]2[N:14]([C:16]([CH:23]=[O:24])=[C:17]([C:19]([O:21]C)=[O:20])[N:18]=2)[CH:15]=1.[O:29]1[CH:33]=[CH:32][C:31](B(O)O)=[CH:30]1. The catalyst is O1CCOCC1.C1C=CC(P(C2C=CC=CC=2)[C-]2C=CC=C2)=CC=1.C1C=CC(P(C2C=CC=CC=2)[C-]2C=CC=C2)=CC=1.Cl[Pd]Cl.[Fe+2].C(Cl)Cl. The product is [CH:23]([C:16]1[N:14]2[CH:15]=[C:10]([C:31]3[CH:32]=[CH:33][O:29][CH:30]=3)[CH:11]=[C:12]([C:25]([F:28])([F:27])[F:26])[C:13]2=[N:18][C:17]=1[C:19]([OH:21])=[O:20])=[O:24]. The yield is 0.970. (2) The catalyst is C1COCC1.O. The reactants are [CH2:1]([C:3]1[CH:57]=[CH:56][C:6]([CH2:7][C:8]2[C:16]3[C:11](=[CH:12][CH:13]=[C:14]([C@@H:17]4[O:46][C@H:45]([CH2:47][O:48]CC5C=CC=CC=5)[C@@H:36]([O:37]CC5C=CC=CC=5)[C@H:27]([O:28]CC5C=CC=CC=5)[C@H:18]4[O:19]CC4C=CC=CC=4)[CH:15]=3)[NH:10][CH:9]=2)=[CH:5][CH:4]=1)[CH3:2].[OH-].[Na+]. The yield is 0.850. The product is [CH2:1]([C:3]1[CH:57]=[CH:56][C:6]([CH2:7][C:8]2[C:16]3[C:11](=[CH:12][CH:13]=[C:14]([C@@H:17]4[O:46][C@H:45]([CH2:47][OH:48])[C@@H:36]([OH:37])[C@H:27]([OH:28])[C@H:18]4[OH:19])[CH:15]=3)[NH:10][CH:9]=2)=[CH:5][CH:4]=1)[CH3:2]. (3) The reactants are [F:1][C:2]1[CH:3]=[C:4]2[C:12](=[C:13]([S:15]([CH3:18])(=[O:17])=[O:16])[CH:14]=1)[NH:11][C:10]1[C@@H:9]([CH2:19][C:20]([O:22][CH3:23])=[O:21])[CH2:8][CH2:7][CH2:6][C:5]2=1.C1(P(C2C=CC=CC=2)C2C=CC=CC=2)C=CC=CC=1.[F:43][C:44]([F:55])([F:54])[C:45]1[CH:50]=[CH:49][C:48]([C@H:51](O)[CH3:52])=[CH:47][CH:46]=1.N(C(OC(C)(C)C)=O)=NC(OC(C)(C)C)=O. The catalyst is C1COCC1. The product is [F:1][C:2]1[CH:3]=[C:4]2[C:12](=[C:13]([S:15]([CH3:18])(=[O:17])=[O:16])[CH:14]=1)[N:11]([C@H:51]([C:48]1[CH:47]=[CH:46][C:45]([C:44]([F:43])([F:54])[F:55])=[CH:50][CH:49]=1)[CH3:52])[C:10]1[C@@H:9]([CH2:19][C:20]([O:22][CH3:23])=[O:21])[CH2:8][CH2:7][CH2:6][C:5]2=1. The yield is -0.900.